This data is from Forward reaction prediction with 1.9M reactions from USPTO patents (1976-2016). The task is: Predict the product of the given reaction. (1) Given the reactants C[CH:2]([C@H:4]([NH:8][C:9](=[O:15])[O:10][C:11]([CH3:14])([CH3:13])[CH3:12])[C:5](=[O:7])[CH3:6])C.[BH4-].[Na+].[CH3:18]O, predict the reaction product. The product is: [OH:7][CH:5]([CH3:6])[C:4]([NH:8][C:9](=[O:15])[O:10][C:11]([CH3:12])([CH3:13])[CH3:14])([CH3:2])[CH3:18]. (2) Given the reactants C([O:3][C:4](=[O:20])[C@@H:5]([O:18][CH3:19])[CH2:6][C:7]1[CH:12]=[CH:11][C:10]([O:13][CH2:14][CH2:15][CH2:16]Br)=[CH:9][CH:8]=1)C.[OH:21][C:22]1[CH:27]=[CH:26][C:25]([NH:28][C:29](=[O:38])[C:30]2[CH:35]=[CH:34][CH:33]=[CH:32][C:31]=2[O:36][CH3:37])=[CH:24][CH:23]=1.[OH-].[Na+], predict the reaction product. The product is: [CH3:19][O:18][C@@H:5]([CH2:6][C:7]1[CH:8]=[CH:9][C:10]([O:13][CH2:14][CH2:15][CH2:16][O:21][C:22]2[CH:23]=[CH:24][C:25]([NH:28][C:29](=[O:38])[C:30]3[CH:35]=[CH:34][CH:33]=[CH:32][C:31]=3[O:36][CH3:37])=[CH:26][CH:27]=2)=[CH:11][CH:12]=1)[C:4]([OH:3])=[O:20]. (3) Given the reactants [OH:1][C:2]1[CH:9]=[CH:8][C:5]([CH:6]=[O:7])=[CH:4][CH:3]=1.[CH3:10][C:11]1[O:15][C:14]([C:16]2[CH:21]=[CH:20][CH:19]=[CH:18][CH:17]=2)=[N:13][C:12]=1[CH2:22][CH2:23]O.C1(P(C2C=CC=CC=2)C2C=CC=CC=2)C=CC=CC=1.N(C(OCC)=O)=NC(OCC)=O, predict the reaction product. The product is: [CH3:10][C:11]1[O:15][C:14]([C:16]2[CH:17]=[CH:18][CH:19]=[CH:20][CH:21]=2)=[N:13][C:12]=1[CH2:22][CH2:23][O:1][C:2]1[CH:9]=[CH:8][C:5]([CH:6]=[O:7])=[CH:4][CH:3]=1. (4) Given the reactants [CH3:1][C:2]1[NH:6][N:5]=[C:4]([C:7]([OH:9])=O)[CH:3]=1.F[P-](F)(F)(F)(F)F.CN(C(ON1C2=NC=CC=C2N=N1)=[N+](C)C)C.[NH:34]1[C:42]2[C:37](=[C:38]([C:43]3[CH:44]=[C:45]([NH2:58])[C:46]4[C:50]([CH:51]=3)=[N:49][N:48](C3CCCCO3)[CH:47]=4)[CH:39]=[CH:40][CH:41]=2)[CH:36]=[CH:35]1, predict the reaction product. The product is: [NH:34]1[C:42]2[C:37](=[C:38]([C:43]3[CH:51]=[C:50]4[C:46]([CH:47]=[N:48][NH:49]4)=[C:45]([NH:58][C:7]([C:4]4[CH:3]=[C:2]([CH3:1])[NH:6][N:5]=4)=[O:9])[CH:44]=3)[CH:39]=[CH:40][CH:41]=2)[CH:36]=[CH:35]1. (5) The product is: [NH2:22][C:18]1[N:19]=[CH:20][N:21]=[C:16]([C:2]2[CH:3]=[C:4]([C:13]#[N:14])[N:5]([C:7]3[CH:12]=[CH:11][CH:10]=[CH:9][CH:8]=3)[CH:6]=2)[CH:17]=1. Given the reactants Br[C:2]1[CH:3]=[C:4]([C:13]#[N:14])[N:5]([C:7]2[CH:12]=[CH:11][CH:10]=[CH:9][CH:8]=2)[CH:6]=1.Cl[C:16]1[N:21]=[CH:20][N:19]=[C:18]([NH:22]C)[CH:17]=1, predict the reaction product. (6) Given the reactants Br[C:2]1[C:7]2[S:8][C:9]([C:11]3[C:18]([Cl:19])=[CH:17][C:14]([C:15]#[N:16])=[CH:13][C:12]=3[Cl:20])=[N:10][C:6]=2[CH:5]=[CH:4][N:3]=1.[NH2:21][C:22]1[CH:23]=[C:24]([CH:27]=[CH:28][N:29]=1)[C:25]#[N:26].CC1(C)C2C(=C(P(C3C=CC=CC=3)C3C=CC=CC=3)C=CC=2)OC2C(P(C3C=CC=CC=3)C3C=CC=CC=3)=CC=CC1=2.C(=O)([O-])[O-].[Cs+].[Cs+], predict the reaction product. The product is: [Cl:20][C:12]1[CH:13]=[C:14]([C:15]#[N:16])[CH:17]=[C:18]([Cl:19])[C:11]=1[C:9]1[S:8][C:7]2[C:2]([NH:21][C:22]3[CH:23]=[C:24]([CH:27]=[CH:28][N:29]=3)[C:25]#[N:26])=[N:3][CH:4]=[CH:5][C:6]=2[N:10]=1. (7) Given the reactants [C:1]([C:5]1[S:9][C:8]([NH2:10])=[N:7][CH:6]=1)([CH3:4])([CH3:3])[CH3:2].Br[CH2:12][CH:13]1[CH2:16][CH2:15][CH2:14]1.C(Cl)Cl.C[OH:21], predict the reaction product. The product is: [NH4+:7].[OH-:21].[C:1]([C:5]1[S:9][C:8](=[NH:10])[N:7]([CH2:12][CH:13]2[CH2:16][CH2:15][CH2:14]2)[CH:6]=1)([CH3:4])([CH3:3])[CH3:2].